This data is from Full USPTO retrosynthesis dataset with 1.9M reactions from patents (1976-2016). The task is: Predict the reactants needed to synthesize the given product. (1) Given the product [CH3:1][C:2]1[CH:7]=[C:6]([CH3:8])[N:5]=[C:4]([CH:9]=[O:10])[CH:3]=1, predict the reactants needed to synthesize it. The reactants are: [CH3:1][C:2]1[CH:7]=[C:6]([CH3:8])[N:5]=[C:4]([CH2:9][OH:10])[CH:3]=1. (2) Given the product [OH:2][CH2:3][C:4]1[C:9]([CH3:10])=[CH:8][CH:7]=[C:6]([F:11])[C:5]=1[N:12]1[C:16](=[O:17])[N:15]([CH3:18])[N:14]=[N:13]1, predict the reactants needed to synthesize it. The reactants are: C[O:2][C:3](=O)[C:4]1[C:9]([CH3:10])=[CH:8][CH:7]=[C:6]([F:11])[C:5]=1[N:12]1[C:16](=[O:17])[N:15]([CH3:18])[N:14]=[N:13]1.O1CCCC1.C([BH-](CC)CC)C.[Li+].Cl. (3) Given the product [N+:5]([C:8]1[CH:9]=[CH:10][C:11]([C:12]([O:14][CH2:15][CH2:16][CH2:17][CH2:18][C@H:19]([O:2][N+:1]([O-:4])=[O:3])[CH3:20])=[O:13])=[CH:22][CH:23]=1)([O-:7])=[O:6], predict the reactants needed to synthesize it. The reactants are: [N+:1]([O-:4])([OH:3])=[O:2].[N+:5]([C:8]1[CH:23]=[CH:22][C:11]([C:12]([O:14][CH2:15][CH2:16][CH2:17][CH2:18][C@H:19](O)[CH3:20])=[O:13])=[CH:10][CH:9]=1)([O-:7])=[O:6].C([O-])(O)=O.[Na+].